From a dataset of Experimentally validated miRNA-target interactions with 360,000+ pairs, plus equal number of negative samples. Binary Classification. Given a miRNA mature sequence and a target amino acid sequence, predict their likelihood of interaction. (1) The miRNA is hsa-miR-891a-3p with sequence AGUGGCACAUGUUUGUUGUGAG. The protein sequence of the target gene is MAQEKMELDLEPDTSYGGTLRRSSSAPLIHGLSDLSQVFQPYTLRTRRNSTTIMSRHSLEEGLDMVNRETAHEREMQTAMQISQSWDESLSLSDSDFDKPEKLYSPKRIDFTPVSPAPSPTRGFGKMFVSSSGLPPSPVPSPRRFSRRSQSPVKCIRPSVLGPLKRKGEMETESQPKRLFQGTTNMLSPDAAQLSDLSSCSDILDGSSSSSGLSSDPLAKGSATAESPVACSNSCSSFILMDDLSPK. Result: 1 (interaction). (2) The miRNA is hsa-miR-340-5p with sequence UUAUAAAGCAAUGAGACUGAUU. The protein sequence of the target gene is MCYGKCARCIGHSLVGLALLCIAANILLYFPNGETKYASENHLSRFVWFFSGIVGGGLLMLLPAFVFIGLEQDDCCGCCGHENCGKRCAMLSSVLAALIGIAGSGYCVIVAALGLAEGPLCLDSLGQWNYTFASTEGQYLLDTSTWSECTEPKHIVEWNVSLFSILLALGGIEFILCLIQVINGVLGGICGFCCSHQQQYDC. Result: 1 (interaction). (3) The miRNA is hsa-miR-206 with sequence UGGAAUGUAAGGAAGUGUGUGG. The protein sequence of the target gene is MVAYWRQAGLSYIRYSQICAKAVRDALKTEFKANAEKTSGSNVKIVKVKKE. Result: 1 (interaction). (4) The miRNA is mmu-miR-34c-5p with sequence AGGCAGUGUAGUUAGCUGAUUGC. The protein sequence of the target gene is MDLPPFDMWRDYFNLSQVVMDIIQSRKQRQEGEVAEEPNSRPQEKSEQDLEGYPGCLPTICNFCKHNGESRHVYTSHQLKTPEGVVVCPILRHYVCPLCGATGDQAHTLKYCPLNSSQQSLYRRSGRNSAGRRVKR. Result: 1 (interaction). (5) The miRNA is mmu-miR-5099 with sequence UUAGAUCGAUGUGGUGCUCC. The protein sequence of the target gene is MKGDSRHLNEEEGASGYEECIIVNGNFSDQSSDTKDAPSPPVLEAICTEPVCTPETRGRRSSSRLSKREVSSLLNYTQDMTGDGDRDDEVDDGNGSDILMPKLTRETKDTRTRSESPAVRTRHSNGTSSLERQRASPRITRGRQGRHHVQEYPVEFPATRSRRRRASSSASTPWSSPASVDFMEEVTPKSVSTPSVDLSQDGDQEGMDTTQVDAESRDGDSTEYQDDKEFGIGDLVWGKIKGFSWWPAMVVSWKATSKRQAMPGMRWVQWFGDGKFSEISADKLVALGLFSQHFNLATFN.... Result: 0 (no interaction). (6) The miRNA is hsa-miR-4753-3p with sequence UUCUCUUUCUUUAGCCUUGUGU. The protein sequence of the target gene is MQAIKCVVVGDGAVGKTCLLISYTTNAFPGEYIPTVFDNYSANVMVDSKPVNLGLWDTAGQEDYDRLRPLSYPQTDVFLICFSLVSPASYENVRAKWFPEVRHHCPSTPIILVGTKLDLRDDKDTIEKLKEKKLAPITYPQGLALAKDIDSVKYLECSALTQRGLKTVFDEAIRAVLCPQPTRQQKRPCSLL. Result: 0 (no interaction). (7) The miRNA is hsa-miR-3136-5p with sequence CUGACUGAAUAGGUAGGGUCAUU. The protein sequence of the target gene is MPSPQLLVLFGSQTGTAQDVSERLGREARRRRLGCRVQALDSYPVVNLINEPLVIFVCATTGQGDPPDNMKNFWRFIFRKNLPSTALCQMDFAVLGLGDSSYAKFNFVAKKLHRRLLQLGGSALLPVCLGDDQHELGPDAAVDPWLRDLWDRVLGLYPPPPGLTEIPPGVPLPSKFTLLFLQEAPSTGSEGQRVAHPGSQEPPSESKPFLAPMISNQRVTGPSHFQDVRLIEFDILGSGISFAAGDVVLIQPSNSAAHVQRFCQVLGLDPDQLFMLQPREPDVSSPTRLPQPCSMRHLVS.... Result: 1 (interaction). (8) The miRNA is cel-miR-246-3p with sequence UUACAUGUUUCGGGUAGGAGC. The protein sequence of the target gene is MSIRAPPRLLELARQRLLRDQALAISTMEELPRELFPTLFMEAFSRRRCETLKTMVQAWPFTRLPLGSLMKSPHLESLKSVLEGVDVLLTQEVRPRQSKLQVLDLRNVDENFCDIFSGATASFPEALSQKQTADNCPGTGRQQPFMVFIDLCLKNRTLDECLTHLLEWGKQRKGLLHVCCKELQVFGMPIHSIIEVLNMVELDCIQEVEVCCPWELSTLVKFAPYLGQMRNLRKLVLFNIRASACIPPDNKGQFIARFTSQFLKLDYFQNLSMHSVSFLEGHLDQLLRCLQASLEMVVMT.... Result: 0 (no interaction). (9) The miRNA is hsa-miR-362-5p with sequence AAUCCUUGGAACCUAGGUGUGAGU. The protein sequence of the target gene is MADDAGLETPLCSEQFGSGEARGCRAAADGSLQWEVGGWRWWGLSRAFTVKPEGRDAGEVGASGAPSPPLSGLQAVFLPQGFPDSVSPDYLPYQLWDSVQAFASSLSGSLATQAVLLGIGVGNAKATVSAATATWLVKDSTGMLGRIVFAWWKGSKLDCNAKQWRLFADILNDVAMFLEIMAPVYPICFTMTVSTSNLAKCIVSVAGGATRAALTVHQARRNNMADVSAKDSSQETLVNLAGLLVSLLMLPLVSGCPGFSLGCFFFLTALHIYANYRAVRALVMETLNEGRLRLVLKHYL.... Result: 1 (interaction). (10) The miRNA is hsa-miR-4797-5p with sequence GACAGAGUGCCACUUACUGAA. The protein sequence of the target gene is MQFTSISNSLTSTAAIGLSFTTSTTTTATFTTNTTTTITSGFTVNQNQLLSRGFENLVPYTSTVSVVATPVMTYGHLEGLINEWNLELEDQEKYFLLQATQVNAWDHTLIENGEMIRILHGEVNKVKLDQKRLEQELDFILSQQQELEFLLTYLEESTRDQSGLHYLQDADEEHVEISTRSAEF. Result: 0 (no interaction).